From a dataset of Full USPTO retrosynthesis dataset with 1.9M reactions from patents (1976-2016). Predict the reactants needed to synthesize the given product. Given the product [Br:1][C:2]1[CH:11]=[C:10]([CH2:12][N:38]2[CH2:37][CH:36]3[CH2:41][CH:39]2[CH2:40][N:35]3[CH:32]([CH3:34])[CH3:33])[CH:9]=[C:8]2[C:3]=1[CH2:4][N:5]([CH2:23][C:24]1[CH:29]=[CH:28][C:27]([O:30][CH3:31])=[CH:26][CH:25]=1)[C:6](=[O:22])[N:7]2[C:14]1[C:15]([Cl:21])=[CH:16][CH:17]=[CH:18][C:19]=1[Cl:20], predict the reactants needed to synthesize it. The reactants are: [Br:1][C:2]1[CH:11]=[C:10]([CH:12]=O)[CH:9]=[C:8]2[C:3]=1[CH2:4][N:5]([CH2:23][C:24]1[CH:29]=[CH:28][C:27]([O:30][CH3:31])=[CH:26][CH:25]=1)[C:6](=[O:22])[N:7]2[C:14]1[C:19]([Cl:20])=[CH:18][CH:17]=[CH:16][C:15]=1[Cl:21].[CH:32]([N:35]1[CH2:40][CH:39]2[CH2:41][CH:36]1[CH2:37][NH:38]2)([CH3:34])[CH3:33].